From a dataset of Reaction yield outcomes from USPTO patents with 853,638 reactions. Predict the reaction yield, written as a fraction of the theoretical maximum amount of product (1.0 means a 100% yield; for example, 0.34 means a 34% yield). (1) The reactants are [N:1]1([C:7]2[CH:8]=[CH:9][C:10]3[O:14][C:13](B(O)O)=[CH:12][C:11]=3[CH:18]=2)[CH2:6][CH2:5][CH2:4][CH2:3][CH2:2]1.Br[C:20]1[CH:27]=[CH:26][C:23]([CH:24]=[O:25])=[CH:22][C:21]=1[F:28].C(N(CC)CC)C. The catalyst is C(O)C.Cl[Pd](Cl)([P](C1C=CC=CC=1)(C1C=CC=CC=1)C1C=CC=CC=1)[P](C1C=CC=CC=1)(C1C=CC=CC=1)C1C=CC=CC=1. The product is [F:28][C:21]1[CH:22]=[C:23]([CH:26]=[CH:27][C:20]=1[C:13]1[O:14][C:10]2[CH:9]=[CH:8][C:7]([N:1]3[CH2:6][CH2:5][CH2:4][CH2:3][CH2:2]3)=[CH:18][C:11]=2[CH:12]=1)[CH:24]=[O:25]. The yield is 0.150. (2) The reactants are [C:1]([O:5][C:6](=[O:14])[NH:7][CH:8]1[CH2:13][C:10]2([O:12][CH2:11]2)[CH2:9]1)([CH3:4])([CH3:3])[CH3:2].C([BH-](CC)CC)C.[Li+].O.C(=O)([O-])[O-].[K+].[K+]. The catalyst is C1COCC1. The product is [C:1]([O:5][C:6](=[O:14])[NH:7][CH:8]1[CH2:13][C:10]([OH:12])([CH3:11])[CH2:9]1)([CH3:4])([CH3:2])[CH3:3]. The yield is 0.800. (3) The reactants are [Cl:1][C:2]1[CH:3]=[C:4]([C:12]2[O:16][N:15]=[C:14]([C:17]3[CH:18]=[CH:19][C:20]4[O:24][C:23]([C:25]5([NH:33]C(=O)OC(C)(C)C)[CH2:30][O:29]C(C)(C)[O:27][CH2:26]5)=[CH:22][C:21]=4[CH:41]=3)[N:13]=2)[CH:5]=[CH:6][C:7]=1[O:8][CH2:9][CH2:10][CH3:11].CCO. The catalyst is C(Cl)Cl. The product is [NH2:33][C:25]([C:23]1[O:24][C:20]2[CH:19]=[CH:18][C:17]([C:14]3[N:13]=[C:12]([C:4]4[CH:5]=[CH:6][C:7]([O:8][CH2:9][CH2:10][CH3:11])=[C:2]([Cl:1])[CH:3]=4)[O:16][N:15]=3)=[CH:41][C:21]=2[CH:22]=1)([CH2:26][OH:27])[CH2:30][OH:29]. The yield is 0.460. (4) The reactants are [N:1]12[CH2:8][CH2:7][CH:4]([CH2:5][CH2:6]1)[C@@H:3]([O:9][C:10](=[O:39])[N:11]([C:19]1[CH:24]=[CH:23][CH:22]=[C:21](OCCCCCCCCC3OCCO3)[CH:20]=1)[CH2:12][C:13]1[CH:18]=CC=[CH:15][CH:14]=1)[CH2:2]2.[C:40](=[O:43])([O-])[O-].[K+].[K+].[CH2:46]1[CH2:50][O:49][CH2:48][CH2:47]1. The catalyst is Cl. The product is [N:1]12[CH2:6][CH2:5][CH:4]([CH2:7][CH2:8]1)[C@@H:3]([O:9][C:10](=[O:39])[N:11]([C:19]1[CH:20]=[CH:21][CH:22]=[CH:23][CH:24]=1)[CH2:12][C:13]1[CH:14]=[CH:15][CH:46]=[C:50]([O:49][CH2:48][CH2:47][CH2:23][CH2:24][CH2:19][CH2:20][CH2:21][CH2:22][CH:40]=[O:43])[CH:18]=1)[CH2:2]2. The yield is 1.00. (5) The reactants are [CH3:1][O:2][C:3]1[CH:4]=[C:5]([NH2:15])[CH:6]=[C:7]([C:9]2[CH:14]=[CH:13][CH:12]=[CH:11][CH:10]=2)[CH:8]=1.[C:16]([N:24]=[C:25]=[S:26])(=[O:23])[C:17]1[CH:22]=[CH:21][CH:20]=[CH:19][CH:18]=1. The catalyst is CC(C)=O. The product is [C:16]([NH:24][C:25]([NH:15][C:5]1[CH:6]=[C:7]([C:9]2[CH:14]=[CH:13][CH:12]=[CH:11][CH:10]=2)[CH:8]=[C:3]([O:2][CH3:1])[CH:4]=1)=[S:26])(=[O:23])[C:17]1[CH:22]=[CH:21][CH:20]=[CH:19][CH:18]=1. The yield is 0.860.